This data is from Reaction yield outcomes from USPTO patents with 853,638 reactions. The task is: Predict the reaction yield, written as a fraction of the theoretical maximum amount of product (1.0 means a 100% yield; for example, 0.34 means a 34% yield). (1) The reactants are C(OC([NH:8][CH:9]([C:26]1[CH:31]=[CH:30][C:29]([Cl:32])=[CH:28][CH:27]=1)[C:10]1[N:14]2[CH2:15][CH2:16][N:17](C(OC(C)(C)C)=O)[CH2:18][C:13]2=[N:12][N:11]=1)=O)(C)(C)C.CO.[ClH:35]. No catalyst specified. The product is [ClH:32].[ClH:35].[Cl:32][C:29]1[CH:30]=[CH:31][C:26]([CH:9]([C:10]2[N:14]3[CH2:15][CH2:16][NH:17][CH2:18][C:13]3=[N:12][N:11]=2)[NH2:8])=[CH:27][CH:28]=1. The yield is 0.990. (2) The reactants are [H-].[Al+3].[Li+].[H-].[H-].[H-].C[O:8][C:9](=O)[C:10]([CH3:21])([C:12]1[CH:17]=[CH:16][C:15]([N+:18]([O-:20])=[O:19])=[CH:14][CH:13]=1)[CH3:11].O.[OH-].[Na+]. The catalyst is C1COCC1. The product is [CH3:21][C:10]([C:12]1[CH:17]=[CH:16][C:15]([N+:18]([O-:20])=[O:19])=[CH:14][CH:13]=1)([CH3:11])[CH2:9][OH:8]. The yield is 0.810. (3) The reactants are [C:1](O[C:6](=O)[N:7]([CH2:9][C:10]1[CH:14]=[C:13]([C:15]2[CH:20]=[CH:19][CH:18]=[CH:17][CH:16]=2)[N:12]([S:21]([C:24]2[CH:25]=[N:26][C:27](Cl)=[C:28]([CH3:30])[CH:29]=2)(=[O:23])=[O:22])[CH:11]=1)C)(C)(C)C.NN.[C:35](=[O:38])([O-:37])O.[Na+].[C:40]([O:43]CC)(=[O:42])[CH3:41].Cl. The catalyst is O1CCCC1.C(O)C. The product is [C:40]([OH:43])(=[O:42])/[CH:41]=[CH:1]/[C:35]([OH:37])=[O:38].[CH3:6][NH:7][CH2:9][C:10]1[CH:14]=[C:13]([C:15]2[CH:16]=[CH:17][CH:18]=[CH:19][CH:20]=2)[N:12]([S:21]([C:24]2[CH:25]=[N:26][CH:27]=[C:28]([CH3:30])[CH:29]=2)(=[O:23])=[O:22])[CH:11]=1. The yield is 0.400. (4) The reactants are Br[C:2]1[N:7]=[C:6]2[N:8]([Si:11]([CH:18]([CH3:20])[CH3:19])([CH:15]([CH3:17])[CH3:16])[CH:12]([CH3:14])[CH3:13])[CH:9]=[CH:10][C:5]2=[CH:4][CH:3]=1.[NH:21]1[CH2:26][CH2:25][S:24](=[O:28])(=[O:27])[CH2:23][CH2:22]1.CC(C)([O-])C.[Na+].[Na+].[Cl-]. The catalyst is CC(C)([P](C(C)(C)C)([Pd][P](C(C)(C)C)(C(C)(C)C)C(C)(C)C)C(C)(C)C)C.C1(C)C=CC=CC=1. The product is [O:27]=[S:24]1(=[O:28])[CH2:25][CH2:26][N:21]([C:2]2[N:7]=[C:6]3[N:8]([Si:11]([CH:18]([CH3:20])[CH3:19])([CH:15]([CH3:17])[CH3:16])[CH:12]([CH3:14])[CH3:13])[CH:9]=[CH:10][C:5]3=[CH:4][CH:3]=2)[CH2:22][CH2:23]1. The yield is 0.680. (5) The reactants are [F:1][C:2]1[CH:7]=[C:6]([CH:8]([CH3:12])[CH2:9][C:10]#[N:11])[CH:5]=[CH:4][C:3]=1[C:13]1[CH:18]=[CH:17][CH:16]=[CH:15][CH:14]=1.C([OH:23])CCC.[OH-].[K+]. The catalyst is Cl. The product is [F:1][C:2]1[CH:7]=[C:6]([CH:8]([CH3:12])[CH2:9][C:10]([NH2:11])=[O:23])[CH:5]=[CH:4][C:3]=1[C:13]1[CH:14]=[CH:15][CH:16]=[CH:17][CH:18]=1. The yield is 0.750. (6) The reactants are [Cl-].O[NH3+:3].[C:4](=[O:7])([O-])[OH:5].[Na+].CS(C)=O.[CH3:13][C:14]1[N:15]=[C:16]([CH2:42][CH2:43][CH3:44])[N:17]([CH2:27][C:28]2[CH:33]=[CH:32][C:31]([C:34]3[C:35]([C:40]#[N:41])=[CH:36][CH:37]=[CH:38][CH:39]=3)=[CH:30][CH:29]=2)[C:18](=[O:26])[C:19]=1[C:20]1[CH:25]=[CH:24][CH:23]=[CH:22][CH:21]=1. The catalyst is O.C(OCC)(=O)C. The product is [CH3:13][C:14]1[N:15]=[C:16]([CH2:42][CH2:43][CH3:44])[N:17]([CH2:27][C:28]2[CH:33]=[CH:32][C:31]([C:34]3[CH:39]=[CH:38][CH:37]=[CH:36][C:35]=3[C:40]3[NH:3][C:4](=[O:7])[O:5][N:41]=3)=[CH:30][CH:29]=2)[C:18](=[O:26])[C:19]=1[C:20]1[CH:21]=[CH:22][CH:23]=[CH:24][CH:25]=1. The yield is 0.550. (7) The reactants are [Cl:1][C:2]1[C:11]2[C:6](=[CH:7][CH:8]=[CH:9][CH:10]=2)[N:5]=[CH:4][CH:3]=1.S(=O)(=O)(O)O.[N+:17]([O-])([OH:19])=[O:18].[OH-].[NH4+]. The catalyst is C(OCC)(=O)C. The product is [Cl:1][C:2]1[C:11]2[C:6](=[C:7]([N+:17]([O-:19])=[O:18])[CH:8]=[CH:9][CH:10]=2)[N:5]=[CH:4][CH:3]=1. The yield is 0.557.